From a dataset of Aqueous solubility values for 9,982 compounds from the AqSolDB database. Regression/Classification. Given a drug SMILES string, predict its absorption, distribution, metabolism, or excretion properties. Task type varies by dataset: regression for continuous measurements (e.g., permeability, clearance, half-life) or binary classification for categorical outcomes (e.g., BBB penetration, CYP inhibition). For this dataset (solubility_aqsoldb), we predict Y. (1) The Y is -2.54 log mol/L. The molecule is O=C(O)CCCCCNc1nc(NCCCCCC(=O)O)nc(NCCCCCC(=O)O)n1. (2) The molecule is CCCCOC(=O)c1ccccc1. The Y is -3.48 log mol/L.